Predict the reaction yield, written as a fraction of the theoretical maximum amount of product (1.0 means a 100% yield; for example, 0.34 means a 34% yield). From a dataset of Reaction yield outcomes from USPTO patents with 853,638 reactions. (1) The reactants are [CH3:1][O:2][CH2:3][C:4]1[CH:9]=[C:8]([C:10]2[O:14][N:13]=[C:12]([C:15]3[CH:20]=[CH:19][C:18]([CH2:21][OH:22])=[CH:17][C:16]=3[CH3:23])[N:11]=2)[CH:7]=[CH:6][C:5]=1[C:24]1[CH:29]=[CH:28][CH:27]=[CH:26][C:25]=1[CH3:30]. The catalyst is O1CCOCC1.[O-2].[O-2].[Mn+4]. The product is [CH3:1][O:2][CH2:3][C:4]1[CH:9]=[C:8]([C:10]2[O:14][N:13]=[C:12]([C:15]3[CH:20]=[CH:19][C:18]([CH:21]=[O:22])=[CH:17][C:16]=3[CH3:23])[N:11]=2)[CH:7]=[CH:6][C:5]=1[C:24]1[CH:29]=[CH:28][CH:27]=[CH:26][C:25]=1[CH3:30]. The yield is 0.900. (2) The reactants are [CH2:1]([O:8][C:9]1[CH:14]=[CH:13][N:12]([CH2:15][C:16]2[CH:21]=[CH:20][CH:19]=[C:18]([F:22])[CH:17]=2)[C:11](=[O:23])[CH:10]=1)[C:2]1[CH:7]=[CH:6][CH:5]=[CH:4][CH:3]=1.[I:24]N1C(=O)CCC1=O. The catalyst is C(#N)C. The product is [CH2:1]([O:8][C:9]1[CH:14]=[CH:13][N:12]([CH2:15][C:16]2[CH:21]=[CH:20][CH:19]=[C:18]([F:22])[CH:17]=2)[C:11](=[O:23])[C:10]=1[I:24])[C:2]1[CH:7]=[CH:6][CH:5]=[CH:4][CH:3]=1. The yield is 0.900. (3) The reactants are [CH3:1][C:2]([OH:6])([C:4]#[CH:5])[CH3:3].[Li]CCCC.[Cl:12][C:13]1[CH:14]=[C:15]([CH:18]=[CH:19][C:20]=1[O:21][CH3:22])[CH:16]=[O:17]. The catalyst is C1COCC1. The product is [Cl:12][C:13]1[CH:14]=[C:15]([CH:16]([OH:17])[C:5]#[C:4][C:2]([CH3:3])([OH:6])[CH3:1])[CH:18]=[CH:19][C:20]=1[O:21][CH3:22]. The yield is 0.260. (4) The reactants are Br[C:2]1[CH:7]=[CH:6][C:5]([OH:8])=[CH:4][CH:3]=1.[CH3:9][NH:10][C:11]1[CH:16]=[CH:15][C:14]([CH3:17])=[CH:13][CH:12]=1. No catalyst specified. The product is [CH3:9][N:10]([C:11]1[CH:16]=[CH:15][C:14]([CH3:17])=[CH:13][CH:12]=1)[C:2]1[CH:7]=[CH:6][C:5]([OH:8])=[CH:4][CH:3]=1. The yield is 0.530. (5) The reactants are [CH2:1]([Mg]Br)[CH3:2].[Cl:5][C:6]1[CH:7]=[CH:8][C:9]([CH:29]=[O:30])=[C:10]2[C:14]=1[N:13]=[C:12]1[N:15]([C:19]3[C:20]([CH3:28])=[N:21][C:22]([O:26][CH3:27])=[N:23][C:24]=3[CH3:25])[CH2:16][CH2:17][CH2:18][N:11]21. The catalyst is O1CCCC1. The product is [Cl:5][C:6]1[C:14]2[N:13]=[C:12]3[N:15]([C:19]4[C:20]([CH3:28])=[N:21][C:22]([O:26][CH3:27])=[N:23][C:24]=4[CH3:25])[CH2:16][CH2:17][CH2:18][N:11]3[C:10]=2[C:9]([CH:29]([OH:30])[CH2:1][CH3:2])=[CH:8][CH:7]=1. The yield is 0.810. (6) The reactants are [F:1][C:2]1[CH:3]=[CH:4][C:5]([CH3:33])=[C:6]([CH:32]=1)[O:7][CH2:8][C:9]1[C:10]([C:23]2[CH:28]=[CH:27][C:26]([OH:29])=[CH:25][C:24]=2[O:30][CH3:31])=[CH:11][CH:12]=[C:13]2[C:18]=1[N:17]([CH3:19])[C:16](=[O:20])[C:15]([CH3:22])([CH3:21])[NH:14]2.[C:34]([O:45][CH3:46])(=[O:44])[C:35]1[CH:43]=[CH:42][CH:41]=[C:37]([C:38]([O-])=[O:39])[CH:36]=1.C(N(CC)C(C)C)(C)C. The catalyst is CN(C)C=O.C(OCC)(=O)C. The product is [F:1][C:2]1[CH:3]=[CH:4][C:5]([CH3:33])=[C:6]([CH:32]=1)[O:7][CH2:8][C:9]1[C:10]([C:23]2[CH:28]=[CH:27][C:26]([O:29][C:38](=[O:39])[C:37]3[CH:41]=[CH:42][CH:43]=[C:35]([C:34]([O:45][CH3:46])=[O:44])[CH:36]=3)=[CH:25][C:24]=2[O:30][CH3:31])=[CH:11][CH:12]=[C:13]2[C:18]=1[N:17]([CH3:19])[C:16](=[O:20])[C:15]([CH3:22])([CH3:21])[NH:14]2. The yield is 0.640. (7) The reactants are BrC1C=C[C:5]([N:8]=C=S)=CC=1.[NH2:11][C:12]1[CH:17]=[C:16]([CH3:18])[CH:15]=[C:14]([CH3:19])[C:13]=1[OH:20].CCN=C=NCCCN(C)C. The catalyst is C1COCC1. The product is [CH3:18][C:16]1[CH:15]=[C:14]([CH3:19])[C:13]2[O:20][C:5]([NH2:8])=[N:11][C:12]=2[CH:17]=1. The yield is 0.850. (8) The reactants are [Cl:1][C:2]1[CH:7]=[CH:6][C:5]([C:8]2[N:13]([CH3:14])[C:12](=[O:15])[C:11]([O:16]C)=[CH:10][N:9]=2)=[CH:4][C:3]=1[C:18]([F:21])([F:20])[F:19].B(Br)(Br)Br. The product is [Cl:1][C:2]1[CH:7]=[CH:6][C:5]([C:8]2[N:13]([CH3:14])[C:12](=[O:15])[C:11]([OH:16])=[CH:10][N:9]=2)=[CH:4][C:3]=1[C:18]([F:21])([F:19])[F:20]. The yield is 0.700. The catalyst is C(Cl)Cl. (9) The reactants are Br[C:2]1[CH:7]=[C:6]([CH2:8][S:9]([N:12]2[CH2:17][C@H:16]([CH3:18])[NH:15][C@H:14]([CH3:19])[CH2:13]2)(=[O:11])=[O:10])[CH:5]=[CH:4][C:3]=1[NH2:20].CCO.C([O-])([O-])=O.[Na+].[Na+].[C:30]1(B(O)O)[CH2:35][CH2:34][CH2:33][CH2:32][CH:31]=1. The catalyst is C1(C)C=CC=CC=1.CCOC(C)=O.C1C=CC([P]([Pd]([P](C2C=CC=CC=2)(C2C=CC=CC=2)C2C=CC=CC=2)([P](C2C=CC=CC=2)(C2C=CC=CC=2)C2C=CC=CC=2)[P](C2C=CC=CC=2)(C2C=CC=CC=2)C2C=CC=CC=2)(C2C=CC=CC=2)C2C=CC=CC=2)=CC=1. The product is [C:30]1([C:2]2[CH:7]=[C:6]([CH2:8][S:9]([N:12]3[CH2:17][C@H:16]([CH3:18])[NH:15][C@H:14]([CH3:19])[CH2:13]3)(=[O:11])=[O:10])[CH:5]=[CH:4][C:3]=2[NH2:20])[CH2:35][CH2:34][CH2:33][CH2:32][CH:31]=1. The yield is 0.860. (10) The reactants are [CH3:1][C:2]1([CH3:15])[C:10]2[C:5](=[CH:6][C:7]([S:11]([OH:14])(=[O:13])=[O:12])=[CH:8][CH:9]=2)[NH:4][CH2:3]1.[C:16](OC(=O)C)(=[O:18])[CH3:17].N1C=CC=CC=1. The catalyst is CC(O)=O. The product is [C:16]([N:4]1[C:5]2[C:10](=[CH:9][CH:8]=[C:7]([S:11]([OH:14])(=[O:13])=[O:12])[CH:6]=2)[C:2]([CH3:15])([CH3:1])[CH2:3]1)(=[O:18])[CH3:17]. The yield is 0.840.